Dataset: Reaction yield outcomes from USPTO patents with 853,638 reactions. Task: Predict the reaction yield, written as a fraction of the theoretical maximum amount of product (1.0 means a 100% yield; for example, 0.34 means a 34% yield). (1) The reactants are [Cl:1][C:2]1[C:7]([C:8]([F:11])([F:10])[F:9])=[CH:6][C:5]([N+:12]([O-])=O)=[CH:4][N:3]=1. The catalyst is [Fe]. The product is [NH2:12][C:5]1[CH:6]=[C:7]([C:8]([F:11])([F:10])[F:9])[C:2]([Cl:1])=[N:3][CH:4]=1. The yield is 0.730. (2) The reactants are Br[C:2]1[C:3]2[N:4]([CH:18]=[CH:19][N:20]=2)[CH:5]=[C:6]([C:8]2[CH:13]=[CH:12][C:11]([C:14]([F:17])([F:16])[F:15])=[CH:10][CH:9]=2)[CH:7]=1.[CH:21]1(B(O)O)[CH2:23][CH2:22]1.P([O-])([O-])([O-])=O.[K+].[K+].[K+].[C:35]1(C)C=CC=C[CH:36]=1. The catalyst is C1(P(C2CCCCC2)C2CCCCC2)CCCCC1.O. The product is [CH:21]1([C:2]2[C:3]3[N:4]([C:18]([C:35]#[CH:36])=[CH:19][N:20]=3)[CH:5]=[C:6]([C:8]3[CH:13]=[CH:12][C:11]([C:14]([F:17])([F:16])[F:15])=[CH:10][CH:9]=3)[CH:7]=2)[CH2:23][CH2:22]1. The yield is 0.670. (3) The yield is 0.800. The product is [Cl:8][C:9]1[C:14]([CH:15]=[N:2][OH:3])=[C:13]([Cl:17])[N:12]=[C:11]([S:18][CH3:19])[N:10]=1. The reactants are Cl.[NH2:2][OH:3].CC(O)=O.[Cl:8][C:9]1[C:14]([CH:15]=O)=[C:13]([Cl:17])[N:12]=[C:11]([S:18][CH3:19])[N:10]=1. The catalyst is CCO. (4) The reactants are [C:1]([CH2:3][C:4]1([C:8]([O:10]CC)=[O:9])[CH2:7][CH2:6][CH2:5]1)#[N:2].[OH-].[Na+]. The catalyst is C(O)C.C1COCC1.O. The product is [C:1]([CH2:3][C:4]1([C:8]([OH:10])=[O:9])[CH2:7][CH2:6][CH2:5]1)#[N:2]. The yield is 0.660. (5) The reactants are [CH3:1][C:2]1([O:8][C:9](=[O:12])[NH:10]N)[CH2:7][CH2:6][CH2:5][CH2:4][CH2:3]1.CC(O)=O.N([O-])=O.[Na+].N[C@@H:22]([C:26]([OH:28])=[O:27])[C@H:23]([CH3:25])[OH:24].C([O-])([O-])=O.[Na+].[Na+].Cl. The catalyst is O.CCOC(C)=O.O1CCOCC1. The product is [OH:24][C@H:23]([CH3:25])[C@H:22]([NH:10][C:9]([O:8][C:2]1([CH3:1])[CH2:7][CH2:6][CH2:5][CH2:4][CH2:3]1)=[O:12])[C:26]([OH:28])=[O:27]. The yield is 0.670. (6) The reactants are Cl[C:2]1[N:7]=[CH:6][N:5]=[C:4]([NH:8][CH2:9][C:10]2[CH:15]=[CH:14][C:13]([O:16][CH3:17])=[C:12]([O:18][CH:19]3[CH2:23][CH2:22][CH2:21][CH2:20]3)[CH:11]=2)[CH:3]=1.B([C:27]1[CH:38]=[CH:37][C:30]([CH2:31][C@@H:32]([C:34]([OH:36])=[O:35])[NH2:33])=[CH:29][CH:28]=1)(O)O.C(=O)([O-])[O-].[Na+].[Na+]. The catalyst is Cl[Pd](Cl)([P](C1C=CC=CC=1)(C1C=CC=CC=1)C1C=CC=CC=1)[P](C1C=CC=CC=1)(C1C=CC=CC=1)C1C=CC=CC=1.C(#N)C. The product is [NH2:33][CH:32]([CH2:31][C:30]1[CH:37]=[CH:38][C:27]([C:2]2[CH:3]=[C:4]([NH:8][CH2:9][C:10]3[CH:15]=[CH:14][C:13]([O:16][CH3:17])=[C:12]([O:18][CH:19]4[CH2:23][CH2:22][CH2:21][CH2:20]4)[CH:11]=3)[N:5]=[CH:6][N:7]=2)=[CH:28][CH:29]=1)[C:34]([OH:36])=[O:35]. The yield is 0.0600. (7) The reactants are [CH3:1][C:2]1[C:7]([N:8]2[CH2:13][CH2:12]N[CH2:10][CH2:9]2)=[C:6]([CH3:14])[CH:5]=[C:4]([CH3:15])[C:3]=1[NH2:16].[CH3:17]CN(C(C)C)C(C)C.ClC(Cl)(O[C:30](=[O:36])OC(Cl)(Cl)Cl)Cl.[CH2:38]([N:45]1[CH2:50][CH2:49][N:48]([CH2:51][CH2:52][NH2:53])[CH2:47][CH2:46]1)[C:39]1[CH:44]=[CH:43][CH:42]=[CH:41][CH:40]=1. The catalyst is ClCCCl. The product is [CH2:38]([N:45]1[CH2:46][CH2:47][N:48]([CH2:51][CH2:52][NH:53][C:30]([NH:16][C:3]2[C:4]([CH3:15])=[CH:5][C:6]([CH3:14])=[C:7]([N:8]3[CH2:9][CH2:10][CH2:17][CH2:12][CH2:13]3)[C:2]=2[CH3:1])=[O:36])[CH2:49][CH2:50]1)[C:39]1[CH:40]=[CH:41][CH:42]=[CH:43][CH:44]=1. The yield is 0.640.